From a dataset of Forward reaction prediction with 1.9M reactions from USPTO patents (1976-2016). Predict the product of the given reaction. (1) Given the reactants Cl[CH2:2][C:3]([NH:5][C:6]1[CH:25]=[CH:24][C:9]2[N:10]=[C:11]([NH:14][C@H:15]3[C:23]4[C:18](=[CH:19][CH:20]=[CH:21][CH:22]=4)[CH2:17][CH2:16]3)[O:12][CH2:13][C:8]=2[CH:7]=1)=[O:4].Cl.[CH3:27][O:28][CH2:29][CH:30]1[CH2:35][NH:34][CH2:33][CH:32]([CH2:36][O:37][CH3:38])[N:31]1[CH3:39].C(N(C(C)C)CC)(C)C, predict the reaction product. The product is: [CH3:38][O:37][CH2:36][CH:32]1[N:31]([CH3:39])[CH:30]([CH2:29][O:28][CH3:27])[CH2:35][N:34]([CH2:2][C:3]([NH:5][C:6]2[CH:25]=[CH:24][C:9]3[N:10]=[C:11]([NH:14][C@H:15]4[C:23]5[C:18](=[CH:19][CH:20]=[CH:21][CH:22]=5)[CH2:17][CH2:16]4)[O:12][CH2:13][C:8]=3[CH:7]=2)=[O:4])[CH2:33]1. (2) Given the reactants FC(F)(F)[C:3]1[CH:4]=[C:5]([C:12]([OH:14])=[O:13])[CH:6]=[C:7]2[C:11]=1NN=[CH:8]2.Br[C:18]1[CH:19]=[C:20]2[C:25](=[CH:26][CH:27]=1)[CH:24]=[N:23][C:22]([NH:28][CH3:29])=[CH:21]2.O.O.[OH-].[Li+].[CH3:34]O, predict the reaction product. The product is: [CH3:29][NH:28][C:22]1[N:23]=[CH:24][C:11]2[C:7]([CH:8]=1)=[CH:6][C:5]([C:12]([O:14][CH3:34])=[O:13])=[CH:4][CH:3]=2.[CH3:29][NH:28][C:22]1[N:23]=[CH:24][C:25]2[C:20]([CH:21]=1)=[CH:19][C:18]([C:12]([OH:14])=[O:13])=[CH:27][CH:26]=2. (3) Given the reactants [CH3:1][N:2]1[C:6]2[CH:7]=[CH:8][C:9]([C:11]([NH:13][CH2:14][C:15](O)=[O:16])=[O:12])=[CH:10][C:5]=2[N:4]=[C:3]1[NH:18][C:19]1[S:20][C:21]2[CH:27]=[C:26]([O:28][C:29]([F:32])([F:31])[F:30])[CH:25]=[CH:24][C:22]=2[N:23]=1.[C:33]([O:37][C:38]([N:40]1[CH2:45][CH2:44][NH:43][CH2:42][CH2:41]1)=[O:39])([CH3:36])([CH3:35])[CH3:34].CN(C(ON1N=NC2C=CC=CC1=2)=[N+](C)C)C.F[P-](F)(F)(F)(F)F.CCN(C(C)C)C(C)C, predict the reaction product. The product is: [C:33]([O:37][C:38]([N:40]1[CH2:45][CH2:44][N:43]([C:15](=[O:16])[CH2:14][NH:13][C:11]([C:9]2[CH:8]=[CH:7][C:6]3[N:2]([CH3:1])[C:3]([NH:18][C:19]4[S:20][C:21]5[CH:27]=[C:26]([O:28][C:29]([F:30])([F:31])[F:32])[CH:25]=[CH:24][C:22]=5[N:23]=4)=[N:4][C:5]=3[CH:10]=2)=[O:12])[CH2:42][CH2:41]1)=[O:39])([CH3:36])([CH3:34])[CH3:35]. (4) Given the reactants [Cl:1][C:2]1[CH:7]=[CH:6][C:5]([CH:8]([C:28]2[CH:33]=[CH:32][C:31]([Cl:34])=[CH:30][CH:29]=2)[N:9]2[CH2:12][CH:11]([CH:13]([C:20]3[CH:25]=[C:24]([F:26])[CH:23]=[C:22]([F:27])[CH:21]=3)[C:14]([NH:16][CH2:17]CC)=[O:15])[CH2:10]2)=[CH:4][CH:3]=1.CN.Cl.CN(C)CCCN=C=NCC.O.OC1C2N=NNC=2C=CC=1.Cl.ClC1C=CC(C(C2C=CC(Cl)=CC=2)N2CC(C(C3C=C(F)C=C(F)C=3)C(O)=O)C2)=CC=1, predict the reaction product. The product is: [Cl:34][C:31]1[CH:30]=[CH:29][C:28]([CH:8]([C:5]2[CH:4]=[CH:3][C:2]([Cl:1])=[CH:7][CH:6]=2)[N:9]2[CH2:10][CH:11]([CH:13]([C:20]3[CH:21]=[C:22]([F:27])[CH:23]=[C:24]([F:26])[CH:25]=3)[C:14]([NH:16][CH3:17])=[O:15])[CH2:12]2)=[CH:33][CH:32]=1. (5) Given the reactants [CH3:1][C:2]1[O:3][N:4]=[C:5]2[CH2:10][CH2:9][NH:8][CH2:7][C:6]=12.Br[CH2:12][CH2:13][CH2:14][Cl:15].C(=O)([O-])[O-].[Cs+].[Cs+], predict the reaction product. The product is: [Cl:15][CH2:14][CH2:13][CH2:12][N:8]1[CH2:9][CH2:10][C:5]2=[N:4][O:3][C:2]([CH3:1])=[C:6]2[CH2:7]1. (6) Given the reactants [CH3:1][N:2]([CH2:13][CH2:14][CH2:15][N:16]([CH3:34])[CH2:17][C:18](=[O:33])[NH:19][C:20]1[CH:25]=[CH:24][C:23]([O:26][C:27]2[CH:32]=[CH:31][CH:30]=[CH:29][CH:28]=2)=[CH:22][CH:21]=1)[CH:3]([CH2:9][CH2:10][CH2:11][CH3:12])[C:4]([O:6]CC)=[O:5].[OH-].[Na+], predict the reaction product. The product is: [CH3:1][N:2]([CH2:13][CH2:14][CH2:15][N:16]([CH3:34])[CH2:17][C:18](=[O:33])[NH:19][C:20]1[CH:21]=[CH:22][C:23]([O:26][C:27]2[CH:28]=[CH:29][CH:30]=[CH:31][CH:32]=2)=[CH:24][CH:25]=1)[CH:3]([CH2:9][CH2:10][CH2:11][CH3:12])[C:4]([OH:6])=[O:5]. (7) The product is: [CH2:6]([O:8][C:9]([C:11]1[CH:12]=[C:13]([C:18]2[C:19]([C:24]3[CH:29]=[C:28]([Cl:30])[CH:27]=[CH:26][C:25]=3[O:31][CH2:32][C:33]3[CH:38]=[CH:37][CH:36]=[CH:35][CH:34]=3)=[CH:20][CH:21]=[CH:22][CH:23]=2)[CH:14]=[C:15]([N:17]([S:2]([CH3:1])(=[O:4])=[O:3])[S:2]([CH3:1])(=[O:4])=[O:3])[CH:16]=1)=[O:10])[CH3:7]. Given the reactants [CH3:1][S:2](Cl)(=[O:4])=[O:3].[CH2:6]([O:8][C:9]([C:11]1[CH:12]=[C:13]([C:18]2[C:19]([C:24]3[CH:29]=[C:28]([Cl:30])[CH:27]=[CH:26][C:25]=3[O:31][CH2:32][C:33]3[CH:38]=[CH:37][CH:36]=[CH:35][CH:34]=3)=[CH:20][CH:21]=[CH:22][CH:23]=2)[CH:14]=[C:15]([NH2:17])[CH:16]=1)=[O:10])[CH3:7].C(N(CC)CC)C, predict the reaction product.